Task: Predict the reactants needed to synthesize the given product.. Dataset: Full USPTO retrosynthesis dataset with 1.9M reactions from patents (1976-2016) Given the product [O:16]=[C:13]1[NH:12][C:11]2[CH:17]=[CH:18][C:8]([NH:7][C:5](=[O:6])[C:4]([OH:19])=[O:3])=[CH:9][C:10]=2[O:15][CH2:14]1, predict the reactants needed to synthesize it. The reactants are: C([O:3][C:4](=[O:19])[C:5]([NH:7][C:8]1[CH:18]=[CH:17][C:11]2[NH:12][C:13](=[O:16])[CH2:14][O:15][C:10]=2[CH:9]=1)=[O:6])C.[OH-].[K+].